Dataset: Catalyst prediction with 721,799 reactions and 888 catalyst types from USPTO. Task: Predict which catalyst facilitates the given reaction. (1) Reactant: [CH:1](=[O:8])[C:2]1[CH:7]=[CH:6][CH:5]=[CH:4][CH:3]=1.[N+:9]([CH3:12])([O-:11])=[O:10]. Product: [N+:9]([CH2:12][CH:1]([C:2]1[CH:7]=[CH:6][CH:5]=[CH:4][CH:3]=1)[OH:8])([O-:11])=[O:10]. The catalyst class is: 45. (2) Reactant: [Cl:1][C:2]1[CH:3]=[C:4]([CH2:35][C:36]([O:38]CC)=[O:37])[CH:5]=[CH:6][C:7]=1[N:8]1[C:16](=[O:17])[C:15]2[C:14]([O:18][CH2:19][C:20]([F:23])([F:22])[F:21])=[C:13]3[CH:24]=[CH:25][CH:26]=[CH:27][C:12]3=[C:11]([O:28][CH2:29][C:30]([F:33])([F:32])[F:31])[C:10]=2[C:9]1=[O:34].C(O)(=O)C.Cl. Product: [Cl:1][C:2]1[CH:3]=[C:4]([CH2:35][C:36]([OH:38])=[O:37])[CH:5]=[CH:6][C:7]=1[N:8]1[C:16](=[O:17])[C:15]2[C:14]([O:18][CH2:19][C:20]([F:23])([F:22])[F:21])=[C:13]3[CH:24]=[CH:25][CH:26]=[CH:27][C:12]3=[C:11]([O:28][CH2:29][C:30]([F:32])([F:33])[F:31])[C:10]=2[C:9]1=[O:34]. The catalyst class is: 6.